Dataset: Reaction yield outcomes from USPTO patents with 853,638 reactions. Task: Predict the reaction yield, written as a fraction of the theoretical maximum amount of product (1.0 means a 100% yield; for example, 0.34 means a 34% yield). (1) The reactants are [N+:1]([C:4]1[CH:5]=[CH:6][C:7]2[CH2:13][CH2:12][CH2:11][CH2:10][N:9]([C:14](=[O:16])[CH3:15])[C:8]=2[CH:17]=1)([O-])=O. The catalyst is CCO.[Pd]. The product is [NH2:1][C:4]1[CH:5]=[CH:6][C:7]2[CH2:13][CH2:12][CH2:11][CH2:10][N:9]([C:14](=[O:16])[CH3:15])[C:8]=2[CH:17]=1. The yield is 0.900. (2) The reactants are [NH:1]1[C:9]2[C:4](=[CH:5][CH:6]=[CH:7][CH:8]=2)[C:3]([C:10]([OH:12])=O)=[N:2]1.C(N1C=CN=C1)(N1C=CN=C1)=O.Cl.[CH3:26][NH:27][O:28][CH3:29]. The catalyst is CN(C=O)C. The product is [CH3:29][O:28][N:27]([CH3:26])[C:10]([C:3]1[C:4]2[C:9](=[CH:8][CH:7]=[CH:6][CH:5]=2)[NH:1][N:2]=1)=[O:12]. The yield is 0.790.